Dataset: Forward reaction prediction with 1.9M reactions from USPTO patents (1976-2016). Task: Predict the product of the given reaction. (1) The product is: [N:28]1([C:2]2[C:11]3[C:6](=[CH:7][CH:8]=[CH:9][CH:10]=3)[N:5]=[CH:4][N:3]=2)[CH2:33][CH2:32][NH:31][CH2:30][CH2:29]1. Given the reactants Cl[C:2]1[C:11]2[C:6](=[CH:7][CH:8]=[CH:9][CH:10]=2)[N:5]=[CH:4][N:3]=1.CCN(C(C)C)C(C)C.C([N:28]1[CH2:33][CH2:32][NH:31][CH2:30][CH2:29]1)(OC(C)(C)C)=O.Cl.O1CCOCC1, predict the reaction product. (2) Given the reactants [CH3:1][N:2]([CH3:17])[CH2:3][CH2:4][CH2:5][NH:6][C:7]1[CH:12]=[CH:11][CH:10]=[C:9]([NH2:13])[C:8]=1[N+:14]([O-])=O, predict the reaction product. The product is: [CH3:17][N:2]([CH3:1])[CH2:3][CH2:4][CH2:5][NH:6][C:7]1[CH:12]=[CH:11][CH:10]=[C:9]([NH2:13])[C:8]=1[NH2:14]. (3) Given the reactants Br[C:2]1[CH:3]=[CH:4][C:5]([F:11])=[C:6]([CH:10]=1)[C:7]([OH:9])=[O:8].[F:12][C:13]1[CH:18]=[CH:17][C:16](B(O)O)=[CH:15][CH:14]=1, predict the reaction product. The product is: [F:11][C:5]1[CH:4]=[CH:3][C:2]([C:16]2[CH:17]=[CH:18][C:13]([F:12])=[CH:14][CH:15]=2)=[CH:10][C:6]=1[C:7]([OH:9])=[O:8].